Dataset: Full USPTO retrosynthesis dataset with 1.9M reactions from patents (1976-2016). Task: Predict the reactants needed to synthesize the given product. (1) Given the product [O:1]1[C:5]2[CH:6]=[CH:7][C:8]([C:10]3[N:14]([CH3:15])[C:13](/[CH:16]=[N:19]/[CH3:18])=[N:12][CH:11]=3)=[CH:9][C:4]=2[O:3][CH2:2]1, predict the reactants needed to synthesize it. The reactants are: [O:1]1[C:5]2[CH:6]=[CH:7][C:8]([C:10]3[N:14]([CH3:15])[C:13]([CH:16]=O)=[N:12][CH:11]=3)=[CH:9][C:4]=2[O:3][CH2:2]1.[CH3:18][NH2:19]. (2) Given the product [CH2:1]([C:3]1[CH:4]=[C:5]([C:11]2[S:15][C:14]([C:16]3[S:20][C:19]([CH:21]=[O:22])=[C:18]([CH3:23])[CH:17]=3)=[N:13][N:12]=2)[CH:6]=[C:7]([CH3:10])[C:8]=1[O:9][CH2:31][CH2:32][OH:33])[CH3:2], predict the reactants needed to synthesize it. The reactants are: [CH2:1]([C:3]1[CH:4]=[C:5]([C:11]2[S:15][C:14]([C:16]3[S:20][C:19]([CH:21]=[O:22])=[C:18]([CH3:23])[CH:17]=3)=[N:13][N:12]=2)[CH:6]=[C:7]([CH3:10])[C:8]=1[OH:9])[CH3:2].C([O-])([O-])=O.[K+].[K+].Br[CH2:31][CH2:32][O:33][Si](C(C)(C)C)(C)C.Cl. (3) Given the product [Br:41][C:35]1[CH:34]=[C:33]([C:31](=[O:32])[CH2:30][N:9]2[C:10](=[O:11])[C:5]3[CH:4]=[C:3]([CH2:1][CH3:2])[S:28][C:6]=3[N:7]([CH2:13][C:14]3[CH:19]=[CH:18][C:17]([C:20]4[C:21]([C:26]#[N:27])=[CH:22][CH:23]=[CH:24][CH:25]=4)=[CH:16][CH:15]=3)[C:8]2=[O:12])[CH:38]=[CH:37][C:36]=1[O:39][CH3:40], predict the reactants needed to synthesize it. The reactants are: [CH2:1]([C:3]1[S:28][C:6]2[N:7]([CH2:13][C:14]3[CH:19]=[CH:18][C:17]([C:20]4[C:21]([C:26]#[N:27])=[CH:22][CH:23]=[CH:24][CH:25]=4)=[CH:16][CH:15]=3)[C:8](=[O:12])[NH:9][C:10](=[O:11])[C:5]=2[CH:4]=1)[CH3:2].Br[CH2:30][C:31]([C:33]1[CH:38]=[CH:37][C:36]([O:39][CH3:40])=[C:35]([Br:41])[CH:34]=1)=[O:32].CN(C)C=O.[H-].[Na+]. (4) Given the product [C:1]([C:3]1[CH:11]=[CH:10][CH:9]=[C:8]2[C:4]=1[CH2:5][CH2:6][C@@H:7]2[N:12]([CH2:21][C:22]([N:24]([CH3:26])[CH3:25])=[O:23])[C:13](=[O:19])[O:14][C:15]([CH3:16])([CH3:18])[CH3:17])#[N:2], predict the reactants needed to synthesize it. The reactants are: [C:1]([C:3]1[CH:11]=[CH:10][CH:9]=[C:8]2[C:4]=1[CH2:5][CH2:6][C@@H:7]2[NH:12][C:13](=[O:19])[O:14][C:15]([CH3:18])([CH3:17])[CH3:16])#[N:2].Cl[CH2:21][C:22]([N:24]([CH3:26])[CH3:25])=[O:23]. (5) Given the product [CH3:33][C:34]1[CH:39]=[CH:38][CH:37]=[C:36]([CH3:40])[C:35]=1[O:1][CH2:2][C:3]1[C:7]([CH2:8][O:9][C:10]2[CH:15]=[CH:14][C:13]([C:16]3[CH:17]=[C:18]4[C:23](=[CH:24][CH:25]=3)[N:22]=[C:21]([C:26]([O:28][CH3:29])=[O:27])[CH:20]=[CH:19]4)=[CH:12][CH:11]=2)=[C:6]([CH:30]([CH3:32])[CH3:31])[O:5][N:4]=1, predict the reactants needed to synthesize it. The reactants are: [OH:1][CH2:2][C:3]1[C:7]([CH2:8][O:9][C:10]2[CH:15]=[CH:14][C:13]([C:16]3[CH:17]=[C:18]4[C:23](=[CH:24][CH:25]=3)[N:22]=[C:21]([C:26]([O:28][CH3:29])=[O:27])[CH:20]=[CH:19]4)=[CH:12][CH:11]=2)=[C:6]([CH:30]([CH3:32])[CH3:31])[O:5][N:4]=1.[CH3:33][C:34]1[CH:39]=[CH:38][CH:37]=[C:36]([CH3:40])[C:35]=1O.C1(P(C2C=CC=CC=2)C2C=CC=CC=2)C=CC=CC=1.N(C(OC(C)C)=O)=NC(OC(C)C)=O. (6) Given the product [CH:53]1([S:50]([NH:49][C:47]([C@@:13]23[CH2:46][C@H:12]2[CH:11]=[CH:10][CH2:9][CH2:8][CH2:7][CH2:6][CH2:5][C@H:4]([NH:3][C:69]([N:85]2[CH2:86][CH2:87][CH:82]([N:77]4[CH2:81][CH2:80][CH2:79][CH2:78]4)[CH2:83][CH2:84]2)=[O:75])[C:18](=[O:19])[N:17]2[CH2:20][C@H:21]([O:23][C:24]4[C:33]5[C:28](=[C:29]([CH3:36])[C:30]([O:34][CH3:35])=[CH:31][CH:32]=5)[N:27]=[C:26]([C:37]5[S:38][CH:39]=[C:40]([CH:42]([CH3:43])[CH3:44])[N:41]=5)[CH:25]=4)[CH2:22][C@H:16]2[C:15](=[O:45])[NH:14]3)=[O:48])(=[O:51])=[O:52])[CH2:54][CH2:55]1, predict the reactants needed to synthesize it. The reactants are: Cl.Cl.[NH2:3][C@@H:4]1[C:18](=[O:19])[N:17]2[CH2:20][C@H:21]([O:23][C:24]3[C:33]4[C:28](=[C:29]([CH3:36])[C:30]([O:34][CH3:35])=[CH:31][CH:32]=4)[N:27]=[C:26]([C:37]4[S:38][CH:39]=[C:40]([CH:42]([CH3:44])[CH3:43])[N:41]=4)[CH:25]=3)[CH2:22][C@H:16]2[C:15](=[O:45])[NH:14][C@:13]2([C:47]([NH:49][S:50]([CH:53]3[CH2:55][CH2:54]3)(=[O:52])=[O:51])=[O:48])[CH2:46][C@H:12]2[CH:11]=[CH:10][CH2:9][CH2:8][CH2:7][CH2:6][CH2:5]1.C(N(CC)C(C)C)(C)C.ClC(Cl)(O[C:69](=[O:75])OC(Cl)(Cl)Cl)Cl.[N:77]1([CH:82]2[CH2:87][CH2:86][NH:85][CH2:84][CH2:83]2)[CH2:81][CH2:80][CH2:79][CH2:78]1. (7) Given the product [Br:11][CH:8]([C:5]1[CH:6]=[CH:7][C:2]([F:1])=[CH:3][CH:4]=1)[CH3:9], predict the reactants needed to synthesize it. The reactants are: [F:1][C:2]1[CH:7]=[CH:6][C:5]([CH:8](O)[CH3:9])=[CH:4][CH:3]=1.[Br:11][Si](C)(C)C. (8) The reactants are: [C:1]([C:4]1[C:12]2[C:7](=[CH:8][CH:9]=[CH:10][CH:11]=2)[N:6]([S:13]([C:16]2[CH:17]=[CH:18][C:19]([O:34][CH3:35])=[C:20]([N:22]3[CH2:27][CH2:26][N:25](C(=O)C(Cl)(Cl)Cl)[CH2:24][CH2:23]3)[CH:21]=2)(=[O:15])=[O:14])[CH:5]=1)(=[O:3])[CH3:2].[OH-].[K+]. Given the product [CH3:35][O:34][C:19]1[CH:18]=[CH:17][C:16]([S:13]([N:6]2[C:7]3[C:12](=[CH:11][CH:10]=[CH:9][CH:8]=3)[C:4]([C:1](=[O:3])[CH3:2])=[CH:5]2)(=[O:14])=[O:15])=[CH:21][C:20]=1[N:22]1[CH2:23][CH2:24][NH:25][CH2:26][CH2:27]1, predict the reactants needed to synthesize it.